Task: Predict the product of the given reaction.. Dataset: Forward reaction prediction with 1.9M reactions from USPTO patents (1976-2016) (1) Given the reactants [CH3:1][O:2][C:3](=[O:12])[C:4]1[CH:9]=[C:8]([NH2:10])[C:7]([NH2:11])=[N:6][CH:5]=1.C1(C)C=C(C)C=C(C)C=1S(O[NH2:25])(=O)=O.[CH:27](=O)[C:28]1[CH:33]=[CH:32][CH:31]=[CH:30][CH:29]=1, predict the reaction product. The product is: [CH3:1][O:2][C:3]([C:4]1[CH:9]=[C:8]([NH2:10])[C:7]2[N:6]([N:25]=[C:27]([C:28]3[CH:33]=[CH:32][CH:31]=[CH:30][CH:29]=3)[N:11]=2)[CH:5]=1)=[O:12]. (2) Given the reactants [Cl-].[CH3:2][O:3][CH2:4][P+](C1C=CC=CC=1)(C1C=CC=CC=1)C1C=CC=CC=1.[Li+].C[Si]([N-][Si](C)(C)C)(C)C.[Cl:34][C:35]1[CH:43]=[C:42]2[C:38]([CH:39]=[C:40]([CH:45]=O)[N:41]2[CH3:44])=[CH:37][C:36]=1[C:47]#[N:48], predict the reaction product. The product is: [Cl:34][C:35]1[CH:43]=[C:42]2[C:38]([CH:39]=[C:40]([CH:45]=[CH:2][O:3][CH3:4])[N:41]2[CH3:44])=[CH:37][C:36]=1[C:47]#[N:48].